Dataset: Catalyst prediction with 721,799 reactions and 888 catalyst types from USPTO. Task: Predict which catalyst facilitates the given reaction. (1) Reactant: [CH3:1][O:2][C:3]1[N:4]=[N:5][C:6]([O:9][CH3:10])=[CH:7][CH:8]=1.[Li]CCCC.[CH2:16]([Sn:20]([CH2:26][CH2:27][CH2:28][CH3:29])([CH2:22][CH2:23][CH2:24][CH3:25])Cl)[CH2:17][CH2:18][CH3:19].[NH4+].[Cl-]. Product: [CH3:1][O:2][C:3]1[N:4]=[N:5][C:6]([O:9][CH3:10])=[CH:7][C:8]=1[Sn:20]([CH2:22][CH2:23][CH2:24][CH3:25])([CH2:26][CH2:27][CH2:28][CH3:29])[CH2:16][CH2:17][CH2:18][CH3:19]. The catalyst class is: 332. (2) Reactant: [CH3:1][C:2]([CH3:21])([CH3:20])[C@@H:3]([N:7]1[C:16](=[O:17])[C:15]2=[CH:18][NH:19][C:13]3[C:14]2=[C:9]([CH:10]=[CH:11][N:12]=3)[CH2:8]1)[C:4](O)=[O:5].C1C=[C:26]2[N:28]=N[N:30](O)[C:25]2=CC=1.O.CCN=C=NCCCN(C)C.Cl.NCC#N.CN1CCOCC1. Product: [C:26]([CH2:25][NH:30][C:4](=[O:5])[C@H:3]([N:7]1[C:16](=[O:17])[C:15]2=[CH:18][NH:19][C:13]3[C:14]2=[C:9]([CH:10]=[CH:11][N:12]=3)[CH2:8]1)[C:2]([CH3:20])([CH3:21])[CH3:1])#[N:28]. The catalyst class is: 3. (3) Reactant: [F:1][C:2]1([F:14])[O:6][C:5]2[CH:7]=[CH:8][C:9]([CH2:11][C:12]#[N:13])=[CH:10][C:4]=2[O:3]1.[OH-].[K+].[CH3:17][C:18](OC)(C)C. Product: [F:14][C:2]1([F:1])[O:6][C:5]2[CH:7]=[CH:8][C:9]([C:11]3([C:12]#[N:13])[CH2:18][CH2:17]3)=[CH:10][C:4]=2[O:3]1. The catalyst class is: 6.